From a dataset of Full USPTO retrosynthesis dataset with 1.9M reactions from patents (1976-2016). Predict the reactants needed to synthesize the given product. (1) Given the product [CH3:53][C:46]1[CH:45]=[CH:44][C:43]([F:42])=[CH:48][C:47]=1[S:49]([O:1][C:2]1[CH:10]=[CH:9][C:8]([C:11]2[N:12]([C:27]([O:29][C:30]([CH3:31])([CH3:33])[CH3:32])=[O:28])[C:13]3[C:18]([CH:19]=2)=[CH:17][C:16]([CH2:20][N:21]2[CH2:26][CH2:25][CH2:24][CH2:23][CH2:22]2)=[CH:15][CH:14]=3)=[C:7]2[C:3]=1[CH2:4][NH:5][C:6]2=[O:34])(=[O:51])=[O:50], predict the reactants needed to synthesize it. The reactants are: [OH:1][C:2]1[CH:10]=[CH:9][C:8]([C:11]2[N:12]([C:27]([O:29][C:30]([CH3:33])([CH3:32])[CH3:31])=[O:28])[C:13]3[C:18]([CH:19]=2)=[CH:17][C:16]([CH2:20][N:21]2[CH2:26][CH2:25][CH2:24][CH2:23][CH2:22]2)=[CH:15][CH:14]=3)=[C:7]2[C:3]=1[CH2:4][NH:5][C:6]2=[O:34].C(N(CC)CC)C.[F:42][C:43]1[CH:44]=[CH:45][C:46]([CH3:53])=[C:47]([S:49](Cl)(=[O:51])=[O:50])[CH:48]=1. (2) Given the product [CH3:12][O:11][C:9]([C:8]1[CH:13]=[CH:14][CH:15]=[CH:16][C:7]=1[CH:4]1[CH2:5][CH2:6][N:2]([C:29]([O:28][C:25]([CH3:27])([CH3:26])[CH3:24])=[O:30])[CH2:3]1)=[O:10], predict the reactants needed to synthesize it. The reactants are: Cl.[NH:2]1[CH2:6][CH2:5][CH:4]([C:7]2[CH:16]=[CH:15][CH:14]=[CH:13][C:8]=2[C:9]([O:11][CH3:12])=[O:10])[CH2:3]1.C(N(CC)CC)C.[CH3:24][C:25]([O:28][C:29](O[C:29]([O:28][C:25]([CH3:27])([CH3:26])[CH3:24])=[O:30])=[O:30])([CH3:27])[CH3:26].